The task is: Predict the product of the given reaction.. This data is from Forward reaction prediction with 1.9M reactions from USPTO patents (1976-2016). (1) Given the reactants [CH:1]1([CH:7]([C:19]2[CH:23]=[C:22]([C:24]3[CH:29]=[CH:28][C:27]([O:30][CH3:31])=[CH:26][CH:25]=3)[O:21][C:20]=2[CH3:32])[O:8][C:9]2[CH:18]=[CH:17][C:12]([C:13]([O:15]C)=[O:14])=[CH:11][CH:10]=2)[CH2:6][CH2:5][CH2:4][CH2:3][CH2:2]1.[OH-].[Na+].O.Cl, predict the reaction product. The product is: [CH:1]1([CH:7]([C:19]2[CH:23]=[C:22]([C:24]3[CH:25]=[CH:26][C:27]([O:30][CH3:31])=[CH:28][CH:29]=3)[O:21][C:20]=2[CH3:32])[O:8][C:9]2[CH:18]=[CH:17][C:12]([C:13]([OH:15])=[O:14])=[CH:11][CH:10]=2)[CH2:6][CH2:5][CH2:4][CH2:3][CH2:2]1. (2) The product is: [NH2:17][C:16]1[C:9]2[C:10](=[CH:11][N:12]=[CH:13][C:8]=2[C:5]2[CH:4]=[CH:3][C:2]([NH:1][C:27]([NH:26][C:20]3[CH:21]=[C:22]([CH3:25])[CH:23]=[CH:24][C:19]=3[F:18])=[O:28])=[CH:7][CH:6]=2)[NH:14][N:15]=1. Given the reactants [NH2:1][C:2]1[CH:7]=[CH:6][C:5]([C:8]2[CH:13]=[N:12][CH:11]=[C:10]3[NH:14][N:15]=[C:16]([NH2:17])[C:9]=23)=[CH:4][CH:3]=1.[F:18][C:19]1[CH:24]=[CH:23][C:22]([CH3:25])=[CH:21][C:20]=1[N:26]=[C:27]=[O:28], predict the reaction product. (3) Given the reactants C[O:2][C:3]1[CH:4]=[CH:5][C:6]2[C:10]([O:11][C:12]3[CH:17]=[CH:16][C:15]([O:18][CH2:19][CH2:20][N:21]4[CH2:26][CH2:25][CH2:24][CH2:23][CH2:22]4)=[CH:14][CH:13]=3)=[C:9]([Br:27])[S:8][C:7]=2[CH:28]=1.B(Br)(Br)Br.CO.C(=O)(O)[O-].[Na+], predict the reaction product. The product is: [Br:27][C:9]1[S:8][C:7]2[CH:28]=[C:3]([OH:2])[CH:4]=[CH:5][C:6]=2[C:10]=1[O:11][C:12]1[CH:13]=[CH:14][C:15]([O:18][CH2:19][CH2:20][N:21]2[CH2:26][CH2:25][CH2:24][CH2:23][CH2:22]2)=[CH:16][CH:17]=1. (4) Given the reactants [Br:1][C:2]1[C:11]2[C:6](=[CH:7][C:8]([F:13])=[CH:9][C:10]=2[F:12])[N:5]=[C:4]([N:14]2[CH2:19][CH2:18][NH:17][C:16](=[O:20])[CH2:15]2)[C:3]=1[CH3:21].[H-].[Na+].I[CH2:25][CH2:26][CH3:27], predict the reaction product. The product is: [Br:1][C:2]1[C:11]2[C:6](=[CH:7][C:8]([F:13])=[CH:9][C:10]=2[F:12])[N:5]=[C:4]([N:14]2[CH2:19][CH2:18][N:17]([CH2:25][CH2:26][CH3:27])[C:16](=[O:20])[CH2:15]2)[C:3]=1[CH3:21]. (5) The product is: [NH:31]1[CH2:30][CH:29]([N:28]([CH2:27][C:24]2[CH:25]=[N:26][C:21]([C:19]3[S:20][C:13]4[C:14](=[N:15][CH:16]=[CH:17][C:12]=4[O:11][C:10]4[CH:46]=[CH:47][C:7]([NH:6][C:5]([NH:4][CH:1]5[CH2:2][CH2:3]5)=[O:49])=[CH:8][C:9]=4[F:48])[CH:18]=3)=[CH:22][CH:23]=2)[CH2:40][C:41]([O:43][CH2:44][CH3:45])=[O:42])[CH2:32]1. Given the reactants [CH:1]1([NH:4][C:5](=[O:49])[NH:6][C:7]2[CH:47]=[CH:46][C:10]([O:11][C:12]3[CH:17]=[CH:16][N:15]=[C:14]4[CH:18]=[C:19]([C:21]5[N:26]=[CH:25][C:24]([CH2:27][N:28]([CH2:40][C:41]([O:43][CH2:44][CH3:45])=[O:42])[CH:29]6[CH2:32][N:31](C(OC(C)(C)C)=O)[CH2:30]6)=[CH:23][CH:22]=5)[S:20][C:13]=34)=[C:9]([F:48])[CH:8]=2)[CH2:3][CH2:2]1.Cl.O1CCOCC1, predict the reaction product. (6) Given the reactants [F:1][C:2]1[CH:21]=[CH:20][C:5]2[C:6]([C:9]3[CH:14]=[CH:13][CH:12]=[C:11]([O:15][CH2:16][C@H:17]4[CH2:19][O:18]4)[CH:10]=3)=[N:7][O:8][C:4]=2[CH:3]=1.C(O)C.[F:25][C:26]1[CH:27]=[C:28]([CH:31]=[CH:32][CH:33]=1)[CH2:29][NH2:30], predict the reaction product. The product is: [F:1][C:2]1[CH:21]=[CH:20][C:5]2[C:6]([C:9]3[CH:10]=[C:11]([CH:12]=[CH:13][CH:14]=3)[O:15][CH2:16][C@H:17]([OH:18])[CH2:19][NH:30][CH2:29][C:28]3[CH:31]=[CH:32][CH:33]=[C:26]([F:25])[CH:27]=3)=[N:7][O:8][C:4]=2[CH:3]=1.